Regression. Given two drug SMILES strings and cell line genomic features, predict the synergy score measuring deviation from expected non-interaction effect. From a dataset of Merck oncology drug combination screen with 23,052 pairs across 39 cell lines. (1) Drug 1: N#Cc1ccc(Cn2cncc2CN2CCN(c3cccc(Cl)c3)C(=O)C2)cc1. Drug 2: O=C(CCCCCCC(=O)Nc1ccccc1)NO. Cell line: OCUBM. Synergy scores: synergy=17.9. (2) Drug 1: COC1=C2CC(C)CC(OC)C(O)C(C)C=C(C)C(OC(N)=O)C(OC)C=CC=C(C)C(=O)NC(=CC1=O)C2=O. Drug 2: NC1CCCCC1N.O=C(O)C(=O)O.[Pt+2]. Cell line: SKOV3. Synergy scores: synergy=-4.27.